Dataset: Catalyst prediction with 721,799 reactions and 888 catalyst types from USPTO. Task: Predict which catalyst facilitates the given reaction. (1) Reactant: [O:1]1[C:10]2[C:5](=[CH:6][C:7]([C:11]3[C:16]([CH:17]4[CH2:19][CH2:18]4)=[CH:15][C:14]([CH2:20][CH3:21])=[C:13]([CH3:22])[C:12]=3[CH:23]([O:28][CH:29]3[CH2:31][CH2:30]3)[C:24]([O:26]C)=[O:25])=[CH:8][CH:9]=2)[CH2:4][CH2:3][CH2:2]1.[OH-].[Na+]. Product: [O:1]1[C:10]2[C:5](=[CH:6][C:7]([C:11]3[C:16]([CH:17]4[CH2:18][CH2:19]4)=[CH:15][C:14]([CH2:20][CH3:21])=[C:13]([CH3:22])[C:12]=3[CH:23]([O:28][CH:29]3[CH2:30][CH2:31]3)[C:24]([OH:26])=[O:25])=[CH:8][CH:9]=2)[CH2:4][CH2:3][CH2:2]1. The catalyst class is: 199. (2) Reactant: [F:1][C:2]1[CH:10]=[C:9]2[C:5]([C:6]([C:20]3[CH:21]=[N:22][NH:23][CH:24]=3)=[CH:7][N:8]2[S:11]([C:14]2[CH:19]=[CH:18][CH:17]=[CH:16][CH:15]=2)(=[O:13])=[O:12])=[CH:4][CH:3]=1.CS(O[CH2:30][CH2:31][N:32]1[CH2:36][CH2:35][NH:34][C:33]1=[O:37])(=O)=O.C([O-])(O)=O.[Na+]. Product: [F:1][C:2]1[CH:10]=[C:9]2[C:5]([C:6]([C:20]3[CH:24]=[N:23][N:22]([CH2:30][CH2:31][N:32]4[CH2:36][CH2:35][NH:34][C:33]4=[O:37])[CH:21]=3)=[CH:7][N:8]2[S:11]([C:14]2[CH:15]=[CH:16][CH:17]=[CH:18][CH:19]=2)(=[O:12])=[O:13])=[CH:4][CH:3]=1. The catalyst class is: 14. (3) Reactant: [OH:1][C:2]1[C:3]([O:20][CH3:21])=[C:4]([C:10]2[CH:11]=[C:12]3[C:16](=[CH:17][CH:18]=2)[C:15](=[O:19])[O:14][CH2:13]3)[CH:5]=[CH:6][C:7]=1[O:8][CH3:9].C(=O)([O-])[O-].[K+].[K+].Br[CH2:29][C:30]1[CH:35]=[CH:34][C:33]([S:36]([CH3:39])(=[O:38])=[O:37])=[CH:32][CH:31]=1. Product: [CH3:21][O:20][C:3]1[C:2]([O:1][CH2:29][C:30]2[CH:31]=[CH:32][C:33]([S:36]([CH3:39])(=[O:38])=[O:37])=[CH:34][CH:35]=2)=[C:7]([O:8][CH3:9])[CH:6]=[CH:5][C:4]=1[C:10]1[CH:11]=[C:12]2[C:16](=[CH:17][CH:18]=1)[C:15](=[O:19])[O:14][CH2:13]2. The catalyst class is: 10. (4) The catalyst class is: 16. Product: [F:17][C:4]1[CH:5]=[C:6]([C:9]2[CH:14]=[CH:13][CH:12]=[C:11]([O:15][CH3:16])[CH:10]=2)[CH:7]=[CH:8][C:3]=1[CH:2]=[O:19]. Reactant: Br[CH2:2][C:3]1[CH:8]=[CH:7][C:6]([C:9]2[CH:14]=[CH:13][CH:12]=[C:11]([O:15][CH3:16])[CH:10]=2)=[CH:5][C:4]=1[F:17].C(=O)(O)[O-:19].[Na+]. (5) Reactant: [CH2:1]([O:3][C@H:4]1[CH2:8][N:7]([C:9]([O:11][CH2:12][C:13]2[CH:18]=[CH:17][CH:16]=[CH:15][CH:14]=2)=[O:10])[CH:6]([CH2:19][OH:20])[CH2:5]1)[CH3:2].CS(C)=O.C(N(CC)C(C)C)(C)C. Product: [CH2:1]([O:3][C@H:4]1[CH2:8][N:7]([C:9]([O:11][CH2:12][C:13]2[CH:18]=[CH:17][CH:16]=[CH:15][CH:14]=2)=[O:10])[CH:6]([CH:19]=[O:20])[CH2:5]1)[CH3:2]. The catalyst class is: 4. (6) Reactant: [Cl:1][C:2]1[CH:3]=[C:4]([CH:6]=[CH:7][C:8]=1[C:9]1[N:10]=[N:11][CH:12]=[CH:13][CH:14]=1)[NH2:5].[C:15](N1C=CN=C1)(N1C=CN=C1)=[S:16]. Product: [Cl:1][C:2]1[CH:3]=[C:4]([N:5]=[C:15]=[S:16])[CH:6]=[CH:7][C:8]=1[C:9]1[N:10]=[N:11][CH:12]=[CH:13][CH:14]=1. The catalyst class is: 2. (7) Reactant: [F:1][C:2]([F:10])([S:6]([O-:9])(=[O:8])=[O:7])[CH:3]([F:5])[F:4].[K+].[I-].[CH3:13][N+:14]1[CH:18]=[CH:17][N:16]([CH2:19][CH2:20][C:21]([F:39])([F:38])[C:22]([F:37])([F:36])[C:23]([F:35])([F:34])[C:24]([F:33])([F:32])[C:25]([F:31])([F:30])[C:26]([F:29])([F:28])[F:27])[CH:15]=1. Product: [F:1][C:2]([F:10])([S:6]([O-:9])(=[O:8])=[O:7])[CH:3]([F:5])[F:4].[CH3:13][N+:14]1[CH:18]=[CH:17][N:16]([CH2:19][CH2:20][C:21]([F:38])([F:39])[C:22]([F:36])([F:37])[C:23]([F:34])([F:35])[C:24]([F:32])([F:33])[C:25]([F:30])([F:31])[C:26]([F:27])([F:28])[F:29])[CH:15]=1. The catalyst class is: 21. (8) Reactant: [CH2:1]([O:8][C@@H:9]([C@H:19]([C@@H:28]([CH2:30][O:31][CH2:32][C:33]1[CH:38]=[CH:37][CH:36]=[CH:35][CH:34]=1)[OH:29])[O:20][CH2:21][C:22]1[CH:27]=[CH:26][CH:25]=[CH:24][CH:23]=1)[CH2:10][O:11][Si](C(C)(C)C)(C)C)[C:2]1[CH:7]=[CH:6][CH:5]=[CH:4][CH:3]=1.[N+](C1C=CC(C(O)=O)=CC=1)([O-])=O.C1(P(C2C=CC=CC=2)C2C=CC=CC=2)C=CC=CC=1.CC(OC(/N=N/C(OC(C)C)=O)=O)C.[F-].C([N+](CCCC)(CCCC)CCCC)CCC. Product: [CH2:1]([O:8][C@H:9]([C@@H:19]([C@@H:28]([CH2:30][O:31][CH2:32][C:33]1[CH:34]=[CH:35][CH:36]=[CH:37][CH:38]=1)[OH:29])[O:20][CH2:21][C:22]1[CH:23]=[CH:24][CH:25]=[CH:26][CH:27]=1)[CH2:10][OH:11])[C:2]1[CH:7]=[CH:6][CH:5]=[CH:4][CH:3]=1. The catalyst class is: 1.